This data is from Peptide-MHC class I binding affinity with 185,985 pairs from IEDB/IMGT. The task is: Regression. Given a peptide amino acid sequence and an MHC pseudo amino acid sequence, predict their binding affinity value. This is MHC class I binding data. The peptide sequence is RRWIAPHPL. The MHC is HLA-A26:01 with pseudo-sequence HLA-A26:01. The binding affinity (normalized) is 0.0847.